From a dataset of Forward reaction prediction with 1.9M reactions from USPTO patents (1976-2016). Predict the product of the given reaction. (1) Given the reactants [C:1]([OH:10])(=[O:9])[C:2]1[C:3](=[CH:5][CH:6]=[CH:7][CH:8]=1)[NH2:4].[C:11](Cl)(=[O:14])[CH2:12][CH3:13], predict the reaction product. The product is: [C:11]([NH:4][C:3]1[C:2](=[CH:8][CH:7]=[CH:6][CH:5]=1)[C:1]([OH:10])=[O:9])(=[O:14])[CH2:12][CH3:13]. (2) Given the reactants C([O:8][C:9]1[C:10]([C:21]([O:23][CH3:24])=[O:22])=[N:11][N:12]2[C:17]([CH3:18])=[CH:16][N:15]([CH3:19])[C:14](=[O:20])[C:13]=12)C1C=CC=CC=1.C(O)(C(F)(F)F)=O, predict the reaction product. The product is: [OH:8][C:9]1[C:10]([C:21]([O:23][CH3:24])=[O:22])=[N:11][N:12]2[C:17]([CH3:18])=[CH:16][N:15]([CH3:19])[C:14](=[O:20])[C:13]=12. (3) The product is: [C:33]1([N:39]2[C:13]([C:16]3[C:21](=[O:22])[CH:20]=[CH:19][N:18]([C:23]4[CH:28]=[CH:27][CH:26]=[C:25]([C:29]([F:32])([F:31])[F:30])[CH:24]=4)[N:17]=3)=[CH:14][C:3]([C:2]([F:1])([F:8])[F:9])=[N:40]2)[CH:38]=[CH:37][CH:36]=[CH:35][CH:34]=1. Given the reactants [F:1][C:2]([F:9])([F:8])[C:3](OCC)=O.C[O-].[Na+].[C:13]([C:16]1[C:21](=[O:22])[CH:20]=[CH:19][N:18]([C:23]2[CH:28]=[CH:27][CH:26]=[C:25]([C:29]([F:32])([F:31])[F:30])[CH:24]=2)[N:17]=1)(=O)[CH3:14].[C:33]1([NH:39][NH2:40])[CH:38]=[CH:37][CH:36]=[CH:35][CH:34]=1, predict the reaction product. (4) Given the reactants [CH3:1][O:2][C:3](=[O:12])[C:4]1[CH:9]=[CH:8][C:7](Br)=[CH:6][C:5]=1[CH3:11].[C:13](B1OC(C)(C)C(C)(C)O1)([CH3:15])=[CH2:14].C(=O)([O-])[O-].[Cs+].[Cs+], predict the reaction product. The product is: [CH3:1][O:2][C:3](=[O:12])[C:4]1[CH:9]=[CH:8][C:7]([C:13]([CH3:15])=[CH2:14])=[CH:6][C:5]=1[CH3:11]. (5) Given the reactants [F:1][C:2]([F:19])([F:18])[C:3]1[CH:4]=[C:5]([O:9][C:10]2[CH:17]=[CH:16][C:13]([CH:14]=[O:15])=[CH:12][CH:11]=2)[CH:6]=[CH:7][CH:8]=1.[BH4-].[Na+], predict the reaction product. The product is: [F:1][C:2]([F:18])([F:19])[C:3]1[CH:4]=[C:5]([O:9][C:10]2[CH:17]=[CH:16][C:13]([CH2:14][OH:15])=[CH:12][CH:11]=2)[CH:6]=[CH:7][CH:8]=1. (6) Given the reactants [CH:1]1N=C[N:3](C(N2C=NC=C2)=O)[CH:2]=1.[CH:13]1([C@H:17]([NH:19][C:20]2[N:28]=[C:27]([C:29](O)=[O:30])[N:26]=[C:25]3[C:21]=2[N:22]([CH2:44][C@H:45]2[CH2:50][CH2:49][C@H:48]([CH3:51])[CH2:47][CH2:46]2)[C:23]([N:32]2[CH2:37][CH2:36][O:35][CH2:34][C@H:33]2[C:38]2[CH:43]=[CH:42][CH:41]=[CH:40][CH:39]=2)=[N:24]3)[CH3:18])[CH2:16][CH2:15][CH2:14]1.C(N)C, predict the reaction product. The product is: [CH:13]1([C@H:17]([NH:19][C:20]2[N:28]=[C:27]([C:29]([NH:3][CH2:2][CH3:1])=[O:30])[N:26]=[C:25]3[C:21]=2[N:22]([CH2:44][C@H:45]2[CH2:50][CH2:49][C@H:48]([CH3:51])[CH2:47][CH2:46]2)[C:23]([N:32]2[CH2:37][CH2:36][O:35][CH2:34][C@H:33]2[C:38]2[CH:39]=[CH:40][CH:41]=[CH:42][CH:43]=2)=[N:24]3)[CH3:18])[CH2:14][CH2:15][CH2:16]1. (7) Given the reactants C1(P(C2C=CC=CC=2)C2C=CC=CC=2)C=CC=CC=1.N(C(OCC)=O)=NC(OCC)=O.[C:32]([C@@H:34]1[C@:50]2([CH3:51])[CH:37]([CH:38]3[CH:47]([CH2:48][CH2:49]2)[C@:46]2([CH3:52])[C:41]([CH2:42][C@@H:43](O)[CH2:44][CH2:45]2)=[CH:40][CH2:39]3)[CH2:36][CH2:35]1)#[CH:33].C1(P([N:68]=[N+:69]=[N-:70])(C2C=CC=CC=2)=O)C=CC=CC=1, predict the reaction product. The product is: [N:68]([C@H:43]1[CH2:42][C:41]2[C@@:46]([CH3:52])([CH:47]3[CH:38]([CH2:39][CH:40]=2)[CH:37]2[C@@:50]([CH3:51])([C@@H:34]([C:32]#[CH:33])[CH2:35][CH2:36]2)[CH2:49][CH2:48]3)[CH2:45][CH2:44]1)=[N+:69]=[N-:70]. (8) Given the reactants C[O:2][C:3](=O)[CH2:4][C:5]1[C:10]([Cl:11])=[CH:9][CH:8]=[CH:7][C:6]=1[Cl:12].[BH4-].[Na+], predict the reaction product. The product is: [Cl:11][C:10]1[CH:9]=[CH:8][CH:7]=[C:6]([Cl:12])[C:5]=1[CH2:4][CH2:3][OH:2].